From a dataset of Full USPTO retrosynthesis dataset with 1.9M reactions from patents (1976-2016). Predict the reactants needed to synthesize the given product. Given the product [CH2:8]([O:15][C:16](=[O:24])[NH:17][CH2:18][C@@H:19]1[CH2:23][CH2:22][N:21]([C:26]2[C:35]3[C:30](=[CH:31][CH:32]=[C:33]([F:36])[CH:34]=3)[N:29]=[C:28]([C:37]3[CH:42]=[CH:41][CH:40]=[CH:39][C:38]=3[OH:43])[N:27]=2)[CH2:20]1)[C:9]1[CH:14]=[CH:13][CH:12]=[CH:11][CH:10]=1, predict the reactants needed to synthesize it. The reactants are: C(N(CC)CC)C.[CH2:8]([O:15][C:16](=[O:24])[NH:17][CH2:18][C@@H:19]1[CH2:23][CH2:22][NH:21][CH2:20]1)[C:9]1[CH:14]=[CH:13][CH:12]=[CH:11][CH:10]=1.Cl[C:26]1[C:35]2[C:30](=[CH:31][CH:32]=[C:33]([F:36])[CH:34]=2)[N:29]=[C:28]([C:37]2[CH:42]=[CH:41][CH:40]=[CH:39][C:38]=2[OH:43])[N:27]=1.